Dataset: Full USPTO retrosynthesis dataset with 1.9M reactions from patents (1976-2016). Task: Predict the reactants needed to synthesize the given product. (1) The reactants are: [F:1][C:2]([F:26])([F:25])[C:3]1[CH:20]=[C:19]([C:21]([F:24])([F:23])[F:22])[CH:18]=[CH:17][C:4]=1[CH2:5][O:6][C:7]1[CH:14]=[CH:13][C:10]([CH:11]=O)=[C:9]([O:15][CH3:16])[CH:8]=1.[S:27]1[CH2:31][C:30](=[O:32])[NH:29][C:28]1=[O:33].N1CCCCC1. Given the product [F:1][C:2]([F:25])([F:26])[C:3]1[CH:20]=[C:19]([C:21]([F:24])([F:23])[F:22])[CH:18]=[CH:17][C:4]=1[CH2:5][O:6][C:7]1[CH:14]=[CH:13][C:10](/[CH:11]=[C:31]2/[C:30](=[O:32])[NH:29][C:28](=[O:33])[S:27]/2)=[C:9]([O:15][CH3:16])[CH:8]=1, predict the reactants needed to synthesize it. (2) Given the product [CH2:31]([N:13]1[C:14]([C:15]([F:18])([F:17])[F:16])=[C:10]([CH2:9][C:6]2[CH:7]=[CH:8][C:3]([S:2][CH3:1])=[CH:4][CH:5]=2)[C:11](=[O:19])[NH:12]1)[C:32]1[CH:37]=[CH:36][CH:35]=[CH:34][CH:33]=1, predict the reactants needed to synthesize it. The reactants are: [CH3:1][S:2][C:3]1[CH:8]=[CH:7][C:6]([CH2:9][C:10]2[C:11](=[O:19])[NH:12][NH:13][C:14]=2[C:15]([F:18])([F:17])[F:16])=[CH:5][CH:4]=1.[Li]CCCC.CCCCCC.[CH2:31](Br)[C:32]1[CH:37]=[CH:36][CH:35]=[CH:34][CH:33]=1. (3) Given the product [Cl:22][C:8]1[C:7]([O:23][CH3:24])=[CH:6][CH:5]=[C:4]2[C:9]=1[N:10]=[C:11]([C:13]1[S:14][CH:15]=[C:16]([C:18]([F:21])([F:20])[F:19])[N:17]=1)[CH:2]=[C:1]2[OH:3], predict the reactants needed to synthesize it. The reactants are: [C:1]([C:4]1[C:9]([NH:10][C:11]([C:13]2[S:14][CH:15]=[C:16]([C:18]([F:21])([F:20])[F:19])[N:17]=2)=O)=[C:8]([Cl:22])[C:7]([O:23][CH3:24])=[CH:6][CH:5]=1)(=[O:3])[CH3:2].C(C1N=C(C2C=C(O)C3C(=CC(OC)=CC=3)N=2)SC=1)(C)C. (4) Given the product [Br:11][C:12]1[C:17]([O:18][CH3:19])=[CH:16][C:15]([C:8]#[N:9])=[C:14]([CH2:21][C:22]2[CH:23]=[CH:24][C:25]([CH2:28][CH3:29])=[CH:26][CH:27]=2)[CH:13]=1, predict the reactants needed to synthesize it. The reactants are: N(OC(C)(C)C)=O.[C:8]([Cu])#[N:9].[Br:11][C:12]1[C:17]([O:18][CH3:19])=[CH:16][C:15](N)=[C:14]([CH2:21][C:22]2[CH:27]=[CH:26][C:25]([CH2:28][CH3:29])=[CH:24][CH:23]=2)[CH:13]=1.Cl. (5) The reactants are: Br[C:2]1[CH:7]=[C:6]([CH3:8])[N:5]=[C:4]([C:9]2[CH2:13][CH2:12][C:11]3([CH2:17][CH2:16][N:15]([CH3:18])[C:14]3=[O:19])[N:10]=2)[CH:3]=1.CC1(C)C(C)(C)OB([C:28]2[CH:35]=[C:34]([C:36]([F:39])([F:38])[F:37])[CH:33]=[CH:32][C:29]=2[C:30]#[N:31])O1.C(=O)([O-])[O-].[Na+].[Na+]. Given the product [CH3:8][C:6]1[CH:7]=[C:2]([C:28]2[CH:35]=[C:34]([C:36]([F:37])([F:39])[F:38])[CH:33]=[CH:32][C:29]=2[C:30]#[N:31])[CH:3]=[C:4]([C:9]2[CH2:13][CH2:12][C:11]3([CH2:17][CH2:16][N:15]([CH3:18])[C:14]3=[O:19])[N:10]=2)[N:5]=1, predict the reactants needed to synthesize it. (6) Given the product [OH:2][CH2:1][C:3]1[CH:26]=[CH:25][C:6]([O:7][CH2:8][C:9]2[N:10]=[C:11]([C:15]3[CH:24]=[CH:23][CH:22]=[CH:21][C:16]=3[C:17]([O:19][CH3:20])=[O:18])[O:12][C:13]=2[CH3:14])=[C:5]([O:27][CH3:28])[CH:4]=1, predict the reactants needed to synthesize it. The reactants are: [CH:1]([C:3]1[CH:26]=[CH:25][C:6]([O:7][CH2:8][C:9]2[N:10]=[C:11]([C:15]3[CH:24]=[CH:23][CH:22]=[CH:21][C:16]=3[C:17]([O:19][CH3:20])=[O:18])[O:12][C:13]=2[CH3:14])=[C:5]([O:27][CH3:28])[CH:4]=1)=[O:2].C(O)C.[BH4-].[Na+].O.